This data is from Full USPTO retrosynthesis dataset with 1.9M reactions from patents (1976-2016). The task is: Predict the reactants needed to synthesize the given product. (1) Given the product [I:1][C:2]1[C:10]2[C:5](=[CH:6][CH:7]=[C:8]([C:11]([NH:22][C@@H:19]([C:15]3[S:14][CH:18]=[CH:17][CH:16]=3)[CH2:20][CH3:21])=[O:13])[CH:9]=2)[NH:4][N:3]=1, predict the reactants needed to synthesize it. The reactants are: [I:1][C:2]1[C:10]2[C:5](=[CH:6][CH:7]=[C:8]([C:11]([OH:13])=O)[CH:9]=2)[NH:4][N:3]=1.[S:14]1[CH:18]=[CH:17][CH:16]=[C:15]1[C@H:19]([NH2:22])[CH2:20][CH3:21].CN(C(ON1N=NC2C=CC=CC1=2)=[N+](C)C)C.[B-](F)(F)(F)F.CCN(C(C)C)C(C)C. (2) Given the product [CH3:1][N:2]([CH2:13][C:14]1[N:18]([CH2:19][C:20]([OH:22])=[O:21])[C:17]2[CH:24]=[CH:25][CH:26]=[CH:27][C:16]=2[N:15]=1)[CH:3]1[C:12]2[N:11]=[CH:10][CH:9]=[CH:8][C:7]=2[CH2:6][CH2:5][CH2:4]1, predict the reactants needed to synthesize it. The reactants are: [CH3:1][N:2]([CH2:13][C:14]1[N:18]([CH2:19][C:20]([O:22]C)=[O:21])[C:17]2[CH:24]=[CH:25][CH:26]=[CH:27][C:16]=2[N:15]=1)[CH:3]1[C:12]2[N:11]=[CH:10][CH:9]=[CH:8][C:7]=2[CH2:6][CH2:5][CH2:4]1.[Li+].[OH-].Cl. (3) Given the product [CH2:11]([O:13][C:14]([C:16]1[CH:17]=[N:18][N:19]([C:21]2[N:30]([CH2:31][O:32][CH2:33][CH2:34][Si:35]([CH3:38])([CH3:37])[CH3:36])[C:29](=[O:39])[C:28]3[C:23](=[CH:24][CH:25]=[C:26]([NH:40][S:7]([C:1]4[CH:6]=[CH:5][CH:4]=[CH:3][CH:2]=4)(=[O:9])=[O:8])[CH:27]=3)[N:22]=2)[CH:20]=1)=[O:15])[CH3:12], predict the reactants needed to synthesize it. The reactants are: [C:1]1([S:7](Cl)(=[O:9])=[O:8])[CH:6]=[CH:5][CH:4]=[CH:3][CH:2]=1.[CH2:11]([O:13][C:14]([C:16]1[CH:17]=[N:18][N:19]([C:21]2[N:30]([CH2:31][O:32][CH2:33][CH2:34][Si:35]([CH3:38])([CH3:37])[CH3:36])[C:29](=[O:39])[C:28]3[C:23](=[CH:24][CH:25]=[C:26]([NH2:40])[CH:27]=3)[N:22]=2)[CH:20]=1)=[O:15])[CH3:12].